Dataset: Forward reaction prediction with 1.9M reactions from USPTO patents (1976-2016). Task: Predict the product of the given reaction. Given the reactants [C:1]([C:3]1[CH:4]=[CH:5][C:6]([C:9]2(O)[CH2:14][CH2:13][N:12]([C:15]([O:17][C:18]([CH3:21])([CH3:20])[CH3:19])=[O:16])[CH2:11][CH2:10]2)=[N:7][CH:8]=1)#[N:2].P(Cl)(Cl)(Cl)=O, predict the reaction product. The product is: [C:1]([C:3]1[CH:4]=[CH:5][C:6]([C:9]2[CH2:14][CH2:13][N:12]([C:15]([O:17][C:18]([CH3:21])([CH3:20])[CH3:19])=[O:16])[CH2:11][CH:10]=2)=[N:7][CH:8]=1)#[N:2].